From a dataset of Forward reaction prediction with 1.9M reactions from USPTO patents (1976-2016). Predict the product of the given reaction. Given the reactants [O:1]=[C:2](O)[C@@H:3]([C@H:5]([C@@H:7]([C@@H:9]([CH2:11][OH:12])[OH:10])[OH:8])[OH:6])[OH:4].C(O)(=O)C, predict the reaction product. The product is: [O:1]=[CH:2][C@@H:3]([C@H:5]([C@@H:7]([C@@H:9]([CH2:11][OH:12])[OH:10])[OH:8])[OH:6])[OH:4].